This data is from Reaction yield outcomes from USPTO patents with 853,638 reactions. The task is: Predict the reaction yield, written as a fraction of the theoretical maximum amount of product (1.0 means a 100% yield; for example, 0.34 means a 34% yield). (1) The reactants are [C:1]([C:3]1[CH:11]=[C:7]([C:8]([OH:10])=O)[C:6]([OH:12])=[CH:5][CH:4]=1)#[N:2].[F:13][C:14]([F:27])([F:26])[C:15]1[CH:16]=[C:17]([CH:19]=[C:20]([C:22]([F:25])([F:24])[F:23])[CH:21]=1)[NH2:18]. No catalyst specified. The product is [F:13][C:14]([F:26])([F:27])[C:15]1[CH:16]=[C:17]([NH:18][C:8](=[O:10])[C:7]2[CH:11]=[C:3]([C:1]#[N:2])[CH:4]=[CH:5][C:6]=2[OH:12])[CH:19]=[C:20]([C:22]([F:23])([F:25])[F:24])[CH:21]=1. The yield is 0.166. (2) The reactants are Cl[C:2]1[NH:10][C:9]2[C:4](=[N:5][CH:6]=[CH:7][CH:8]=2)[C:3]=1[C:11]#[N:12].[CH2:13]([NH2:20])[C:14]1[CH:19]=[CH:18][CH:17]=[CH:16][CH:15]=1. No catalyst specified. The product is [CH2:13]([NH:20][C:2]1[NH:10][C:9]2[C:4](=[N:5][CH:6]=[CH:7][CH:8]=2)[C:3]=1[C:11]#[N:12])[C:14]1[CH:19]=[CH:18][CH:17]=[CH:16][CH:15]=1. The yield is 0.160. (3) The reactants are CC1(C)C(C)(C)OB([C:9]2[CH:14]=[CH:13][C:12]([O:15][C:16]3[CH:21]=[CH:20][C:19]([O:22][C:23]([F:26])([F:25])[F:24])=[CH:18][CH:17]=3)=[CH:11][CH:10]=2)O1.[NH2:28][C:29](=[O:43])[C@@H:30]([NH:32][C:33]1[N:38]=[C:37](Cl)[N:36]=[C:35]([C:40]([NH2:42])=[O:41])[CH:34]=1)[CH3:31].C([O-])([O-])=O.[Na+].[Na+]. The catalyst is Cl[Pd](Cl)([P](C1C=CC=CC=1)(C1C=CC=CC=1)C1C=CC=CC=1)[P](C1C=CC=CC=1)(C1C=CC=CC=1)C1C=CC=CC=1.O1CCOCC1. The product is [NH2:28][C:29](=[O:43])[C@@H:30]([NH:32][C:33]1[N:38]=[C:37]([C:9]2[CH:10]=[CH:11][C:12]([O:15][C:16]3[CH:17]=[CH:18][C:19]([O:22][C:23]([F:24])([F:25])[F:26])=[CH:20][CH:21]=3)=[CH:13][CH:14]=2)[N:36]=[C:35]([C:40]([NH2:42])=[O:41])[CH:34]=1)[CH3:31]. The yield is 0.310. (4) The reactants are [CH3:1][C:2]1[C:3]([CH2:21][S:22][C:23]2[NH:27][C:26]3[CH:28]=[CH:29][CH:30]=[CH:31][C:25]=3[N:24]=2)=[N:4][CH:5]=[CH:6][C:7]=1[O:8][CH2:9][CH:10]1[CH2:15][O:14][C:13]2([CH2:20][CH2:19][O:18][CH2:17][CH2:16]2)[O:12][CH2:11]1.ClC1C=CC=C(C(OO)=[O:40])C=1.C(=O)([O-])O.[Na+]. The catalyst is CO.C1(C)C=CC=CC=1. The product is [CH3:1][C:2]1[C:3]([CH2:21][S:22]([C:23]2[NH:24][C:25]3[CH:31]=[CH:30][CH:29]=[CH:28][C:26]=3[N:27]=2)=[O:40])=[N:4][CH:5]=[CH:6][C:7]=1[O:8][CH2:9][CH:10]1[CH2:15][O:14][C:13]2([CH2:16][CH2:17][O:18][CH2:19][CH2:20]2)[O:12][CH2:11]1. The yield is 0.717. (5) The reactants are [OH-].[K+].[CH2:3]([O:5][C:6](=[CH:12][C:13]1[CH:18]=[CH:17][CH:16]=[C:15]([N+:19]([O-:21])=[O:20])[CH:14]=1)[C:7]([O:9]CC)=[O:8])[CH3:4]. The catalyst is O.CO. The product is [CH2:3]([O:5][C:6](=[CH:12][C:13]1[CH:18]=[CH:17][CH:16]=[C:15]([N+:19]([O-:21])=[O:20])[CH:14]=1)[C:7]([OH:9])=[O:8])[CH3:4]. The yield is 0.610.